This data is from Forward reaction prediction with 1.9M reactions from USPTO patents (1976-2016). The task is: Predict the product of the given reaction. (1) Given the reactants [H-].[Na+].[C:3]([O:7][C:8](=[O:21])[N:9]([C@H:11]([C:16]1[O:17][CH:18]=[CH:19][CH:20]=1)[C@H:12]([CH3:15])[CH2:13][OH:14])[CH3:10])([CH3:6])([CH3:5])[CH3:4].Br[CH2:23][C:24]([OH:26])=[O:25].[I-].[Na+], predict the reaction product. The product is: [C:3]([O:7][C:8]([N:9]([CH3:10])[C@H:11]([C:16]1[O:17][CH:18]=[CH:19][CH:20]=1)[C@H:12]([CH3:15])[CH2:13][O:14][CH2:23][C:24]([OH:26])=[O:25])=[O:21])([CH3:4])([CH3:5])[CH3:6]. (2) Given the reactants [Cl:1][C:2]1[C:7]([CH3:8])=[CH:6][CH:5]=[C:4]([F:9])[C:3]=1[OH:10].C1C(=O)N([Br:18])C(=O)C1, predict the reaction product. The product is: [Br:18][C:6]1[CH:5]=[C:4]([F:9])[C:3]([OH:10])=[C:2]([Cl:1])[C:7]=1[CH3:8].